This data is from Full USPTO retrosynthesis dataset with 1.9M reactions from patents (1976-2016). The task is: Predict the reactants needed to synthesize the given product. Given the product [F:1][CH:2]([F:15])[C:3]1[CH:7]=[C:6]([CH:8]([F:10])[F:9])[N:5]([CH2:11][C:12]([F:22])=[O:13])[N:4]=1, predict the reactants needed to synthesize it. The reactants are: [F:1][CH:2]([F:15])[C:3]1[CH:7]=[C:6]([CH:8]([F:10])[F:9])[N:5]([CH2:11][C:12](O)=[O:13])[N:4]=1.N1C=CC=CC=1.[F:22]C1N=C(F)N=C(F)N=1.C1CCCCC1.